From a dataset of NCI-60 drug combinations with 297,098 pairs across 59 cell lines. Regression. Given two drug SMILES strings and cell line genomic features, predict the synergy score measuring deviation from expected non-interaction effect. (1) Drug 1: CS(=O)(=O)C1=CC(=C(C=C1)C(=O)NC2=CC(=C(C=C2)Cl)C3=CC=CC=N3)Cl. Drug 2: C1CCN(CC1)CCOC2=CC=C(C=C2)C(=O)C3=C(SC4=C3C=CC(=C4)O)C5=CC=C(C=C5)O. Cell line: OVCAR-5. Synergy scores: CSS=16.0, Synergy_ZIP=-0.244, Synergy_Bliss=7.00, Synergy_Loewe=4.97, Synergy_HSA=5.44. (2) Drug 1: C1C(C(OC1N2C=C(C(=O)NC2=O)F)CO)O. Drug 2: C1CCC(C(C1)N)N.C(=O)(C(=O)[O-])[O-].[Pt+4]. Cell line: COLO 205. Synergy scores: CSS=56.2, Synergy_ZIP=-5.02, Synergy_Bliss=-4.25, Synergy_Loewe=4.93, Synergy_HSA=6.40. (3) Drug 1: CN1CCC(CC1)COC2=C(C=C3C(=C2)N=CN=C3NC4=C(C=C(C=C4)Br)F)OC. Drug 2: CC12CCC(CC1=CCC3C2CCC4(C3CC=C4C5=CN=CC=C5)C)O. Cell line: NCI-H460. Synergy scores: CSS=3.92, Synergy_ZIP=-0.862, Synergy_Bliss=3.29, Synergy_Loewe=1.86, Synergy_HSA=2.61. (4) Drug 1: C1CCC(CC1)NC(=O)N(CCCl)N=O. Drug 2: CCC1(CC2CC(C3=C(CCN(C2)C1)C4=CC=CC=C4N3)(C5=C(C=C6C(=C5)C78CCN9C7C(C=CC9)(C(C(C8N6C=O)(C(=O)OC)O)OC(=O)C)CC)OC)C(=O)OC)O.OS(=O)(=O)O. Cell line: UACC62. Synergy scores: CSS=27.2, Synergy_ZIP=-7.03, Synergy_Bliss=0.630, Synergy_Loewe=1.53, Synergy_HSA=1.60. (5) Drug 1: CS(=O)(=O)CCNCC1=CC=C(O1)C2=CC3=C(C=C2)N=CN=C3NC4=CC(=C(C=C4)OCC5=CC(=CC=C5)F)Cl. Drug 2: CC1=C(C(=O)C2=C(C1=O)N3CC4C(C3(C2COC(=O)N)OC)N4)N. Cell line: RPMI-8226. Synergy scores: CSS=34.5, Synergy_ZIP=-0.212, Synergy_Bliss=1.33, Synergy_Loewe=3.51, Synergy_HSA=5.23.